From a dataset of Reaction yield outcomes from USPTO patents with 853,638 reactions. Predict the reaction yield, written as a fraction of the theoretical maximum amount of product (1.0 means a 100% yield; for example, 0.34 means a 34% yield). (1) The reactants are [CH3:1][N:2]1[CH2:7][CH2:6][N:5]([C:8]([O:10][C@@H:11]2[N:20]([C:21]3[CH:22]=[CH:23][C:24]([Cl:27])=[CH:25][N:26]=3)[C:18](=[O:19])[C:13]3[N:14]=[CH:15][CH:16]=[N:17][C:12]2=3)=[O:9])[CH2:4][CH2:3]1.[C:28]([OH:35])(=[O:34])/[CH:29]=[CH:30]\[C:31]([OH:33])=[O:32]. The catalyst is C(O)C. The product is [CH3:1][N:2]1[CH2:7][CH2:6][N:5]([C:8]([O:10][C@@H:11]2[N:20]([C:21]3[CH:22]=[CH:23][C:24]([Cl:27])=[CH:25][N:26]=3)[C:18](=[O:19])[C:13]3[N:14]=[CH:15][CH:16]=[N:17][C:12]2=3)=[O:9])[CH2:4][CH2:3]1.[C:28]([O-:35])(=[O:34])/[CH:29]=[CH:30]\[C:31]([O-:33])=[O:32]. The yield is 0.760. (2) The yield is 0.360. The product is [Cl:1][C:2]1[CH:3]=[CH:4][C:5]([CH2:8][C:9]([O:11][C:5]([CH3:8])([CH3:6])[CH3:4])=[O:10])=[CH:6][CH:7]=1. The reactants are [Cl:1][C:2]1[CH:7]=[CH:6][C:5]([CH2:8][C:9]([OH:11])=[O:10])=[CH:4][CH:3]=1. The catalyst is C1(C)C=CC=CC=1. (3) The reactants are [F:1][C:2]1[CH:3]=[C:4]2[C:9](=[O:10])[O:8][C:6](=O)[C:5]2=[CH:11][CH:12]=1.[CH2:13]([NH:17][CH2:18][C:19]([O:21][CH2:22][CH3:23])=[O:20])[CH:14]([CH3:16])[CH3:15].C(=O)([O-])[O-].[K+].[K+].C(I)C.C(O)C.[O-]CC.[Na+].Cl. The catalyst is O1CCCC1.O. The product is [F:1][C:2]1[CH:3]=[C:4]2[C:5]([C:6]([OH:8])=[C:18]([C:19]([O:21][CH2:22][CH3:23])=[O:20])[N:17]([CH2:13][CH:14]([CH3:15])[CH3:16])[C:9]2=[O:10])=[CH:11][CH:12]=1. The yield is 0.417. (4) The reactants are C([O-])([O-])=O.[Cs+].[Cs+].[O:7]1[C:11]2[CH:12]=[CH:13][CH:14]=[CH:15][C:10]=2[N:9]=[C:8]1[N:16]1[CH2:47][CH2:46][C:19]2([N:24]([CH2:25][C:26]3[CH:34]=[CH:33][CH:32]=[C:31]4[C:27]=3[CH:28]=[CH:29][N:30]4S(C3C=CC(C)=CC=3)(=O)=O)[C:23](=[O:45])[CH2:22][CH2:21][CH2:20]2)[CH2:18][CH2:17]1. The catalyst is CO. The product is [NH:30]1[C:31]2[C:27](=[C:26]([CH2:25][N:24]3[C:19]4([CH2:18][CH2:17][N:16]([C:8]5[O:7][C:11]6[CH:12]=[CH:13][CH:14]=[CH:15][C:10]=6[N:9]=5)[CH2:47][CH2:46]4)[CH2:20][CH2:21][CH2:22][C:23]3=[O:45])[CH:34]=[CH:33][CH:32]=2)[CH:28]=[CH:29]1. The yield is 0.690.